From a dataset of Catalyst prediction with 721,799 reactions and 888 catalyst types from USPTO. Predict which catalyst facilitates the given reaction. Reactant: [C:1]([O:5][C:6](=[O:14])[NH:7][C@H:8]1[CH2:11][C@H:10]([CH2:12][OH:13])[CH2:9]1)([CH3:4])([CH3:3])[CH3:2]. Product: [C:1]([O:5][C:6](=[O:14])[NH:7][C@H:8]1[CH2:11][C@H:10]([CH:12]=[O:13])[CH2:9]1)([CH3:4])([CH3:2])[CH3:3]. The catalyst class is: 4.